Dataset: Forward reaction prediction with 1.9M reactions from USPTO patents (1976-2016). Task: Predict the product of the given reaction. Given the reactants [CH3:1][C:2]1[CH:3]=[C:4]([CH:9]=[C:10]([CH3:31])[C:11]=1[CH2:12][C:13]1[CH:18]=[CH:17][C:16]([O:19][CH2:20][O:21][CH3:22])=[C:15]([CH2:23][C:24]2[CH:29]=[CH:28][C:27]([F:30])=[CH:26][CH:25]=2)[CH:14]=1)[C:5](OC)=[O:6].[H-].C([Al+]CC(C)C)C(C)C.O.Cl, predict the reaction product. The product is: [CH3:31][C:10]1[CH:9]=[C:4]([CH:3]=[C:2]([CH3:1])[C:11]=1[CH2:12][C:13]1[CH:18]=[CH:17][C:16]([O:19][CH2:20][O:21][CH3:22])=[C:15]([CH2:23][C:24]2[CH:29]=[CH:28][C:27]([F:30])=[CH:26][CH:25]=2)[CH:14]=1)[CH2:5][OH:6].